Predict the reaction yield, written as a fraction of the theoretical maximum amount of product (1.0 means a 100% yield; for example, 0.34 means a 34% yield). From a dataset of Reaction yield outcomes from USPTO patents with 853,638 reactions. (1) The reactants are N[C:2]1[CH:3]=[CH:4][C:5]([C:21]([N:23]2[CH2:28][CH2:27][CH2:26][CH2:25][CH2:24]2)=[O:22])=[C:6]([NH:8][S:9]([C:12]2[C:17]3=[N:18][S:19][N:20]=[C:16]3[CH:15]=[CH:14][CH:13]=2)(=[O:11])=[O:10])[CH:7]=1.[CH2:29]=O.[C:31]([BH3-])#[N:32].[Na+].[OH-].[Na+]. The catalyst is C(Cl)Cl.C(O)(=O)C.C(#N)C.C(Cl)Cl. The product is [CH3:29][N:32]([CH3:31])[C:2]1[CH:3]=[CH:4][C:5]([C:21]([N:23]2[CH2:28][CH2:27][CH2:26][CH2:25][CH2:24]2)=[O:22])=[C:6]([NH:8][S:9]([C:12]2[C:17]3=[N:18][S:19][N:20]=[C:16]3[CH:15]=[CH:14][CH:13]=2)(=[O:11])=[O:10])[CH:7]=1. The yield is 0.250. (2) The reactants are [O:1]1[C:3]2([CH2:8][CH2:7][S:6][CH2:5][CH2:4]2)[CH2:2]1.[OH:9][C:10]1[CH:15]=[C:14]([CH3:16])[C:13]([C:17]2[CH:22]=[CH:21][CH:20]=[C:19]([CH:23]=[O:24])[CH:18]=2)=[C:12]([CH3:25])[CH:11]=1.C(=O)([O-])[O-].[K+].[K+]. The catalyst is CN(C)C=O. The product is [OH:1][C:3]1([CH2:2][O:9][C:10]2[CH:15]=[C:14]([CH3:16])[C:13]([C:17]3[CH:22]=[CH:21][CH:20]=[C:19]([CH:23]=[O:24])[CH:18]=3)=[C:12]([CH3:25])[CH:11]=2)[CH2:8][CH2:7][S:6][CH2:5][CH2:4]1. The yield is 0.780. (3) The reactants are [CH3:1][C:2]1([CH3:10])[O:6][C@H:5]([CH:7]=[N:8][OH:9])[CH2:4][O:3]1.[Cl:11]N1C(=O)CCC1=O.CCOCC.O. The catalyst is CN(C=O)C. The product is [OH:9][N:8]=[C:7]([Cl:11])[C@@H:5]1[CH2:4][O:3][C:2]([CH3:10])([CH3:1])[O:6]1. The yield is 0.785. (4) The reactants are CCCCCC[CH2:7][CH2:8][CH2:9][CH2:10][CH2:11][CH2:12][CH3:13].CO[C:16]1[CH:17]=[C:18]2[C:23](=[CH:24][CH:25]=1)[CH2:22][CH2:21][CH2:20][CH2:19]2.C1(C)C(C2C(C)=CC=CC=2)=CC=CC=1. The catalyst is C1(C)C=CC=CC=1.Cl[Ni](Cl)([P](C1C=CC=CC=1)(C1C=CC=CC=1)C1C=CC=CC=1)[P](C1C=CC=CC=1)(C1C=CC=CC=1)C1C=CC=CC=1. The product is [CH3:13][C:12]1[CH:7]=[CH:8][C:9]([C:16]2[CH:17]=[C:18]3[C:23](=[CH:24][CH:25]=2)[CH2:22][CH2:21][CH2:20][CH2:19]3)=[CH:10][CH:11]=1. The yield is 0.290. (5) The reactants are Br[C:2]1[CH:3]=[C:4]([C:8]2([C:18]3[CH:23]=[CH:22][N:21]=[C:20]([O:24][CH3:25])[CH:19]=3)[C:16]3[C:11](=[CH:12][CH:13]=[CH:14][CH:15]=3)[C:10]([NH2:17])=[N:9]2)[CH:5]=[CH:6][CH:7]=1.[F:26][C:27]1[C:32](B(O)O)=[CH:31][CH:30]=[CH:29][N:28]=1. No catalyst specified. The product is [F:26][C:27]1[C:32]([C:2]2[CH:3]=[C:4]([C:8]3([C:18]4[CH:23]=[CH:22][N:21]=[C:20]([O:24][CH3:25])[CH:19]=4)[C:16]4[C:11](=[CH:12][CH:13]=[CH:14][CH:15]=4)[C:10]([NH2:17])=[N:9]3)[CH:5]=[CH:6][CH:7]=2)=[CH:31][CH:30]=[CH:29][N:28]=1. The yield is 0.230. (6) The reactants are Cl[CH:2](Cl)[C:3]1[CH:4]=[N:5][N:6]([CH3:11])[C:7]=1[N+:8]([O-:10])=[O:9].C([OH:15])C. The catalyst is O.[N+]([O-])([O-])=O.[Ag+]. The product is [CH3:11][N:6]1[C:7]([N+:8]([O-:10])=[O:9])=[C:3]([CH:2]=[O:15])[CH:4]=[N:5]1. The yield is 0.410.